This data is from Forward reaction prediction with 1.9M reactions from USPTO patents (1976-2016). The task is: Predict the product of the given reaction. Given the reactants [NH2:1][C:2]([C:4]1[CH:5]=[C:6]([CH:30]([OH:33])[CH2:31][OH:32])[CH:7]=[C:8]2[C:13]=1[N:12]=[CH:11][N:10]=[C:9]2[NH:14][CH2:15][C:16]1[CH:17]=[C:18]([NH:22][C:23](=[O:29])OC(C)(C)C)[CH:19]=[CH:20][CH:21]=1)=[O:3].Cl.O1[CH2:40][CH2:39][O:38][CH2:37]C1, predict the reaction product. The product is: [OH:33][CH:30]([C:6]1[CH:7]=[C:8]2[C:13](=[C:4]([C:2]([NH2:1])=[O:3])[CH:5]=1)[N:12]=[CH:11][N:10]=[C:9]2[NH:14][CH2:15][C:16]1[CH:21]=[CH:20][CH:19]=[C:18]([NH:22][C:23](=[O:29])[C:4]2[CH:2]=[CH:40][C:39]([O:38][CH3:37])=[CH:8][CH:13]=2)[CH:17]=1)[CH2:31][OH:32].